Task: Predict the reactants needed to synthesize the given product.. Dataset: Full USPTO retrosynthesis dataset with 1.9M reactions from patents (1976-2016) (1) Given the product [CH3:1][CH:2]1[CH2:11][C:10]2[C:5](=[CH:6][C:7]([C:12]([F:13])([F:15])[F:14])=[CH:8][CH:9]=2)[C:4](=[O:16])[N:3]1[C:18]1[CH:19]=[N:20][CH:21]=[CH:22][CH:23]=1, predict the reactants needed to synthesize it. The reactants are: [CH3:1][CH:2]1[CH2:11][C:10]2[C:5](=[CH:6][C:7]([C:12]([F:15])([F:14])[F:13])=[CH:8][CH:9]=2)[C:4](=[O:16])[NH:3]1.Br[C:18]1[CH:19]=[N:20][CH:21]=[CH:22][CH:23]=1.O1CCOCC1.P([O-])([O-])([O-])=O.[K+].[K+].[K+]. (2) Given the product [CH3:23][O:22][C:19]1[CH:20]=[C:21]2[C:16](=[CH:17][C:18]=1[O:24][CH2:25][CH2:26][O:27][CH3:28])[N:15]=[CH:14][N:13]=[C:12]2[S:10][C:6]1[CH:5]=[C:4]([CH:9]=[CH:8][CH:7]=1)[NH2:3], predict the reactants needed to synthesize it. The reactants are: [H-].[Na+].[NH2:3][C:4]1[CH:5]=[C:6]([SH:10])[CH:7]=[CH:8][CH:9]=1.Cl[C:12]1[C:21]2[C:16](=[CH:17][C:18]([O:24][CH2:25][CH2:26][O:27][CH3:28])=[C:19]([O:22][CH3:23])[CH:20]=2)[N:15]=[CH:14][N:13]=1. (3) Given the product [Br:1][C:2]1[CH:7]=[C:6]([N+:8]([O-:10])=[O:9])[CH:5]=[C:4]([O:15][CH3:14])[CH:3]=1, predict the reactants needed to synthesize it. The reactants are: [Br:1][C:2]1[CH:7]=[C:6]([N+:8]([O-:10])=[O:9])[CH:5]=[C:4]([N+]([O-])=O)[CH:3]=1.[CH3:14][O-:15].[Na+]. (4) Given the product [Cl:1][C:2]1[CH:7]=[C:6]([Cl:8])[CH:5]=[CH:4][C:3]=1[C:9]1[N:14]2[N:15]=[C:16]([CH2:19][CH3:20])[C:17]([NH:18][C:28](=[O:29])[O:30][C:31]([CH3:34])([CH3:33])[CH3:32])=[C:13]2[CH:12]=[CH:11][CH:10]=1, predict the reactants needed to synthesize it. The reactants are: [Cl:1][C:2]1[CH:7]=[C:6]([Cl:8])[CH:5]=[CH:4][C:3]=1[C:9]1[N:14]2[N:15]=[C:16]([CH2:19][CH3:20])[C:17]([NH2:18])=[C:13]2[CH:12]=[CH:11][CH:10]=1.C(N(CC)CC)C.[C:28](O[C:28]([O:30][C:31]([CH3:34])([CH3:33])[CH3:32])=[O:29])([O:30][C:31]([CH3:34])([CH3:33])[CH3:32])=[O:29].O. (5) The reactants are: [N:1]1[C:10]2[C:5](=[CH:6][CH:7]=[C:8]([OH:11])[CH:9]=2)[CH:4]=[CH:3][CH:2]=1.Cl[C:13]([F:19])([F:18])C(O[Na])=O.C([O-])([O-])=O.[K+].[K+]. Given the product [F:18][CH:13]([F:19])[O:11][C:8]1[CH:9]=[C:10]2[C:5]([CH:4]=[CH:3][CH:2]=[N:1]2)=[CH:6][CH:7]=1, predict the reactants needed to synthesize it. (6) Given the product [CH:8]([N:11]1[C:15]([C:16]2[N:25]=[C:24]3[C:23]4[CH:26]=[CH:27][C:28]([CH:30]5[CH2:35][CH2:34][N:33]([CH2:3][C:2]([F:7])([F:6])[F:1])[CH2:32][CH2:31]5)=[CH:29][C:22]=4[O:21][CH2:20][CH2:19][N:18]3[CH:17]=2)=[N:14][CH:13]=[N:12]1)([CH3:10])[CH3:9], predict the reactants needed to synthesize it. The reactants are: [F:1][C:2]([F:7])([F:6])[C:3](O)=O.[CH:8]([N:11]1[C:15]([C:16]2[N:25]=[C:24]3[N:18]([CH2:19][CH2:20][O:21][C:22]4[CH:29]=[C:28]([CH:30]5[CH2:35][CH2:34][NH:33][CH2:32][CH2:31]5)[CH:27]=[CH:26][C:23]=43)[CH:17]=2)=[N:14][CH:13]=[N:12]1)([CH3:10])[CH3:9].FC(F)(F)S(OCC(F)(F)F)(=O)=O. (7) Given the product [CH2:26]([C@@H:22]1[NH:21][C:20](=[O:28])[CH2:1][C@@:23]1([OH:25])[CH3:24])[CH3:27], predict the reactants needed to synthesize it. The reactants are: [CH:1](NC(C)C)(C)C.C(=O)=O.CC(C)=O.C(O[C:20](=[O:28])[NH:21][C@@H:22]([CH2:26][CH3:27])[C:23](=[O:25])[CH3:24])(C)(C)C.[Cl-].[NH4+].